This data is from Forward reaction prediction with 1.9M reactions from USPTO patents (1976-2016). The task is: Predict the product of the given reaction. (1) Given the reactants Cl.C(OC([N:9]1[CH2:13][CH2:12][CH2:11][C@H:10]1[C:14](=[O:26])[NH:15][CH2:16][CH2:17][C:18]1[CH:23]=[CH:22][C:21]([O:24][CH3:25])=[CH:20][CH:19]=1)=O)(C)(C)C.C(OC)(C)(C)C, predict the reaction product. The product is: [CH3:25][O:24][C:21]1[CH:22]=[CH:23][C:18]([CH2:17][CH2:16][NH:15][C:14]([C@@H:10]2[CH2:11][CH2:12][CH2:13][NH:9]2)=[O:26])=[CH:19][CH:20]=1. (2) Given the reactants [F:1][C:2]1[CH:24]=[CH:23][CH:22]=[C:21]([C:25]([F:28])([F:27])[F:26])[C:3]=1[C:4]([NH:6][C:7]1[C:16]2[C:11](=[CH:12][CH:13]=[CH:14][CH:15]=2)[C:10]([S:17](Cl)(=[O:19])=[O:18])=[CH:9][CH:8]=1)=[O:5].[N:29]([CH:32]([CH3:34])C)=[C:30]=[O:31], predict the reaction product. The product is: [C:30]([N:29]1[CH2:32][CH2:34][CH:4]([NH:6][S:17]([C:10]2[C:11]3[C:16](=[CH:15][CH:14]=[CH:13][CH:12]=3)[C:7]([NH:6][C:4](=[O:5])[C:3]3[C:21]([C:25]([F:28])([F:27])[F:26])=[CH:22][CH:23]=[CH:24][C:2]=3[F:1])=[CH:8][CH:9]=2)(=[O:19])=[O:18])[CH2:3][CH2:2]1)(=[O:31])[CH2:8][CH2:7][CH3:16]. (3) Given the reactants [CH2:1]([C:3]1[C:8]([F:9])=[C:7]([S:10]([CH3:13])(=[O:12])=[O:11])[CH:6]=[CH:5][C:4]=1[C:14]([N:16]1[CH2:22][C:21]2[CH:23]=[C:24]([C:27]3[CH:28]=[CH:29][C:30]4[N:34]=[C:33]([CH2:35][OH:36])[NH:32][C:31]=4[CH:37]=3)[CH:25]=[CH:26][C:20]=2[O:19][CH2:18][CH2:17]1)=[O:15])[CH3:2], predict the reaction product. The product is: [CH2:1]([C:3]1[C:8]([F:9])=[C:7]([S:10]([CH3:13])(=[O:12])=[O:11])[CH:6]=[CH:5][C:4]=1[C:14]([N:16]1[CH2:22][C:21]2[CH:23]=[C:24]([C:27]3[CH:28]=[CH:29][C:30]4[N:34]=[C:33]([CH:35]=[O:36])[NH:32][C:31]=4[CH:37]=3)[CH:25]=[CH:26][C:20]=2[O:19][CH2:18][CH2:17]1)=[O:15])[CH3:2]. (4) Given the reactants [CH3:1][C@@H:2]1[CH2:7][NH:6][C@@H:5]([CH3:8])[CH2:4][N:3]1[C:9]([O:11][C:12]([CH3:15])([CH3:14])[CH3:13])=[O:10].[F:16][C:17]1[CH:24]=[C:23](F)[CH:22]=[CH:21][C:18]=1[C:19]#[N:20].C(=O)([O-])[O-].[Cs+].[Cs+].O, predict the reaction product. The product is: [C:19]([C:18]1[CH:21]=[CH:22][C:23]([N:6]2[C@@H:5]([CH3:8])[CH2:4][N:3]([C:9]([O:11][C:12]([CH3:13])([CH3:15])[CH3:14])=[O:10])[C@H:2]([CH3:1])[CH2:7]2)=[CH:24][C:17]=1[F:16])#[N:20]. (5) Given the reactants [Br:1][C:2]1[CH:11]=[CH:10][C:9]([NH2:12])=[C:8]2[C:3]=1[CH2:4][CH2:5][N:6]([CH2:13][CH3:14])[CH2:7]2.Cl[C:16](Cl)(Cl)[CH:17]([OH:19])O.Cl.[NH2:23][OH:24].[O-]S([O-])(=O)=O.[Na+].[Na+].[OH-].[Na+], predict the reaction product. The product is: [Br:1][C:2]1[CH:11]=[CH:10][C:9]([NH:12][C:17](=[O:19])[CH:16]=[N:23][OH:24])=[C:8]2[C:3]=1[CH2:4][CH2:5][N:6]([CH2:13][CH3:14])[CH2:7]2.